This data is from Tyrosyl-DNA phosphodiesterase HTS with 341,365 compounds. The task is: Binary Classification. Given a drug SMILES string, predict its activity (active/inactive) in a high-throughput screening assay against a specified biological target. (1) The molecule is S(=O)(=O)(NCc1ccccc1)c1ccc(n2n(c(c(C(C)C)c2=O)C)C)cc1. The result is 0 (inactive). (2) The molecule is S(=O)(=O)(N1CCN(CC1)C(=O)c1nn(C(C)C)c(=O)c2c1cccc2)c1cc(c(cc1)C)C. The result is 0 (inactive). (3) The molecule is s1c(c(nc1N)c1ccc([N+]([O-])=O)cc1)C(=O)Nc1cc(c(cc1)C)C. The result is 0 (inactive). (4) The drug is Fc1ccc(NC(=O)CN2CCN(CC2)CC(=O)Nc2ccc(cc2)c2ccccc2)cc1. The result is 0 (inactive). (5) The compound is s1c2n(nc1Nc1c(OC)ccc(OC)c1)c(=O)c1c(n2)cc(cc1)C(OC)=O. The result is 0 (inactive). (6) The molecule is O=C1N(CC(CC1)C(=O)NCc1ncccc1C)Cc1c(OC)cccc1. The result is 0 (inactive). (7) The result is 0 (inactive). The drug is s1c(C(=O)NCC2OCCC2)c(n(c2ccc(cc2)C(OCC)=O)c1=S)N. (8) The compound is O(C(C(O)COc1c2c(occ2)cc2oc(=O)ccc12)(C)C)C. The result is 0 (inactive). (9) The molecule is O(c1ccc(C(=O)Nc2nn3c(c4ccccc4)ccnc3n2)cc1)C. The result is 0 (inactive). (10) The compound is S(=O)(=O)(Nc1c(OC)ccc(c1)C)c1c2c3c([nH]c(=O)c3ccc2)cc1. The result is 0 (inactive).